From a dataset of Full USPTO retrosynthesis dataset with 1.9M reactions from patents (1976-2016). Predict the reactants needed to synthesize the given product. Given the product [NH2:12][C:11]1[C:6]([C:4]([OH:5])=[O:3])=[N:7][CH:8]=[C:9]([C:13]([F:16])([F:15])[F:14])[N:10]=1, predict the reactants needed to synthesize it. The reactants are: C([O:3][C:4]([C:6]1[C:11]([NH2:12])=[N:10][C:9]([C:13]([F:16])([F:15])[F:14])=[CH:8][N:7]=1)=[O:5])C.[OH-].[Na+].O.Cl.